Dataset: Forward reaction prediction with 1.9M reactions from USPTO patents (1976-2016). Task: Predict the product of the given reaction. Given the reactants F[P-](F)(F)(F)(F)F.N1(O[P+](N(C)C)(N(C)C)N(C)C)C2C=CC=CC=2N=N1.[CH:28]1([CH2:34][C@H:35]([N:39]2[CH2:47][C:46]3[C:41](=[CH:42][CH:43]=[CH:44][CH:45]=3)[C:40]2=[O:48])[C:36]([OH:38])=O)[CH2:33][CH2:32][CH2:31][CH2:30][CH2:29]1.[NH2:49][C:50]1[O:51][C:52]2[CH:58]=[CH:57][CH:56]=[CH:55][C:53]=2[N:54]=1.C1(C[C@@H](N2CC3C(=CC=CC=3)C2=O)C(NC2SC=CN=2)=O)CCCCC1, predict the reaction product. The product is: [O:51]1[C:52]2[CH:58]=[CH:57][CH:56]=[CH:55][C:53]=2[N:54]=[C:50]1[NH:49][C:36](=[O:38])[C@@H:35]([N:39]1[CH2:47][C:46]2[C:41](=[CH:42][CH:43]=[CH:44][CH:45]=2)[C:40]1=[O:48])[CH2:34][CH:28]1[CH2:33][CH2:32][CH2:31][CH2:30][CH2:29]1.